This data is from Full USPTO retrosynthesis dataset with 1.9M reactions from patents (1976-2016). The task is: Predict the reactants needed to synthesize the given product. (1) The reactants are: [CH:1]1([C:4]([C:6]2[CH:7]=[C:8]([CH:13]=[CH:14][C:15]=2[OH:16])[C:9]([O:11][CH3:12])=[O:10])=[O:5])[CH2:3][CH2:2]1.C1(N([S:24]([C:27]([F:30])([F:29])[F:28])(=[O:26])=[O:25])[S:24]([C:27]([F:30])([F:29])[F:28])(=[O:26])=[O:25])C=CC=CC=1. Given the product [CH:1]1([C:4]([C:6]2[CH:7]=[C:8]([CH:13]=[CH:14][C:15]=2[O:16][S:24]([C:27]([F:30])([F:29])[F:28])(=[O:26])=[O:25])[C:9]([O:11][CH3:12])=[O:10])=[O:5])[CH2:3][CH2:2]1, predict the reactants needed to synthesize it. (2) Given the product [C:1]([C:4]1[C:22](=[O:23])[C@@:8]2([CH3:24])[C:9]3[C:15]([OH:16])=[CH:14][C:13]([O:17][CH3:18])=[C:12]([C:19]([NH:21][CH2:39][C:32]4[C:33]5[C:38](=[CH:37][CH:36]=[CH:35][CH:34]=5)[C:29]([O:28][CH2:26][CH3:27])=[CH:30][CH:31]=4)=[O:20])[C:10]=3[O:11][C:7]2=[CH:6][C:5]=1[OH:25])(=[O:3])[CH3:2], predict the reactants needed to synthesize it. The reactants are: [C:1]([C:4]1[C:22](=[O:23])[C@@:8]2([CH3:24])[C:9]3[C:15]([OH:16])=[CH:14][C:13]([O:17][CH3:18])=[C:12]([C:19]([NH2:21])=[O:20])[C:10]=3[O:11][C:7]2=[CH:6][C:5]=1[OH:25])(=[O:3])[CH3:2].[CH2:26]([O:28][C:29]1[C:38]2[C:33](=[CH:34][CH:35]=[CH:36][CH:37]=2)[C:32]([CH:39]=O)=[CH:31][CH:30]=1)[CH3:27].C([SiH](CC)CC)C.FC(F)(F)C(O)=O. (3) Given the product [OH:27][CH2:26][CH2:25][N:13]([S:10]([C:6]1[CH:7]=[CH:8][CH:9]=[C:4]([N+:1]([O-:3])=[O:2])[CH:5]=1)(=[O:12])=[O:11])[C:14]1[CH:23]=[CH:22][CH:21]=[CH:20][C:15]=1[C:16]([O:18][CH3:19])=[O:17], predict the reactants needed to synthesize it. The reactants are: [N+:1]([C:4]1[CH:5]=[C:6]([S:10]([NH:13][C:14]2[CH:23]=[CH:22][CH:21]=[CH:20][C:15]=2[C:16]([O:18][CH3:19])=[O:17])(=[O:12])=[O:11])[CH:7]=[CH:8][CH:9]=1)([O-:3])=[O:2].Br[CH2:25][CH2:26][OH:27].C(=O)([O-])[O-].[K+].[K+].CN(C=O)C. (4) Given the product [NH2:3][OH:1].[OH:1][NH:3][C:23](=[O:25])[CH2:22][CH2:21][CH2:20][CH2:19][CH2:18][CH2:17][N:16]([C:8]1[N:7]([CH3:6])[C:11]2[CH:12]=[CH:13][CH:14]=[CH:15][C:10]=2[N:9]=1)[C:28]1[CH:33]=[CH:32][CH:31]=[CH:30][N:29]=1, predict the reactants needed to synthesize it. The reactants are: [OH-:1].[K+].[NH2:3]O.Cl.[CH3:6][N:7]1[C:11]2[CH:12]=[CH:13][CH:14]=[CH:15][C:10]=2[N:9]=[C:8]1[N:16]([C:28]1[CH:33]=[CH:32][CH:31]=[CH:30][N:29]=1)[CH2:17][CH2:18][CH2:19][CH2:20][CH2:21][CH2:22][C:23]([O:25]CC)=O. (5) Given the product [C:14]([O:13][C:11]([N:4]1[CH:5]([C:7]([OH:9])=[O:8])[CH2:6][S:2](=[O:1])(=[O:18])[CH2:3]1)=[O:12])([CH3:17])([CH3:15])[CH3:16], predict the reactants needed to synthesize it. The reactants are: [O:1]=[S:2]1(=[O:18])[CH2:6][CH:5]([C:7]([O:9]C)=[O:8])[N:4]([C:11]([O:13][C:14]([CH3:17])([CH3:16])[CH3:15])=[O:12])[CH2:3]1.O.[OH-].[Li+].